From a dataset of Full USPTO retrosynthesis dataset with 1.9M reactions from patents (1976-2016). Predict the reactants needed to synthesize the given product. (1) Given the product [C:1]([O:5][C:6](=[O:19])[NH:7][C:8]1[CH:13]=[C:12]([N:24]([CH2:20][CH:21]([CH3:23])[CH3:22])[CH3:25])[C:11]([CH3:15])=[CH:10][C:9]=1[N+:16]([O-:18])=[O:17])([CH3:4])([CH3:3])[CH3:2], predict the reactants needed to synthesize it. The reactants are: [C:1]([O:5][C:6](=[O:19])[NH:7][C:8]1[CH:13]=[C:12](Cl)[C:11]([CH3:15])=[CH:10][C:9]=1[N+:16]([O-:18])=[O:17])([CH3:4])([CH3:3])[CH3:2].[CH2:20]([NH:24][CH3:25])[CH:21]([CH3:23])[CH3:22]. (2) Given the product [Cl:9][C:4]1[CH:3]=[C:2]([CH:7]=[CH:6][C:5]=1[S:8][CH2:14][C:15]1[CH:16]=[N:17][CH:18]=[CH:19][CH:20]=1)[NH2:1], predict the reactants needed to synthesize it. The reactants are: [NH2:1][C:2]1[CH:7]=[CH:6][C:5]([SH:8])=[C:4]([Cl:9])[CH:3]=1.[OH-].[Na+].Cl.Cl[CH2:14][C:15]1[CH:16]=[N:17][CH:18]=[CH:19][CH:20]=1. (3) Given the product [Cl:1][C:2]1[C:10]2[N:9]=[C:8]3[N:11]([C:15]4[CH:20]=[CH:19][C:18]([O:21][CH3:22])=[CH:17][C:16]=4[CH3:23])[CH2:12][CH2:13][CH2:14][N:7]3[C:6]=2[C:5]([CH:24]([CH:26]2[CH2:28][CH2:27]2)[OH:25])=[CH:4][CH:3]=1, predict the reactants needed to synthesize it. The reactants are: [Cl:1][C:2]1[CH:3]=[CH:4][C:5]([CH:24]=[O:25])=[C:6]2[C:10]=1[N:9]=[C:8]1[N:11]([C:15]3[CH:20]=[CH:19][C:18]([O:21][CH3:22])=[CH:17][C:16]=3[CH3:23])[CH2:12][CH2:13][CH2:14][N:7]21.[CH:26]1([Mg]Br)[CH2:28][CH2:27]1. (4) Given the product [F:1][CH:2]([F:19])[O:3][CH2:4][C@@H:5]([O:7][C:8]1[CH:9]=[C:10]([CH:15]=[C:16]([O:18][C:21]2[CH:26]=[N:25][C:24]([C:27](=[O:28])[N:29]([CH3:30])[CH3:31])=[CH:23][N:22]=2)[CH:17]=1)[C:11]([O:13][CH3:14])=[O:12])[CH3:6], predict the reactants needed to synthesize it. The reactants are: [F:1][CH:2]([F:19])[O:3][CH2:4][C@@H:5]([O:7][C:8]1[CH:9]=[C:10]([CH:15]=[C:16]([OH:18])[CH:17]=1)[C:11]([O:13][CH3:14])=[O:12])[CH3:6].Cl[C:21]1[N:22]=[CH:23][C:24]([C:27]([N:29]([CH3:31])[CH3:30])=[O:28])=[N:25][CH:26]=1.C(=O)([O-])[O-].[K+].[K+].C(OCC)(=O)C. (5) Given the product [Cl:1][C:2]1[CH:10]=[C:9]2[C:5]([C:6]([F:23])=[C:7]([CH2:11][C:12]3[CH:13]=[CH:14][C:15]([CH3:22])=[C:16]([CH:21]=3)[C:17]([OH:19])=[O:18])[NH:8]2)=[CH:4][C:3]=1[C:24]1[CH:29]=[CH:28][C:27]([C:30]2[CH:35]=[CH:34][C:33]([S:36]([CH3:39])(=[O:38])=[O:37])=[CH:32][CH:31]=2)=[CH:26][CH:25]=1, predict the reactants needed to synthesize it. The reactants are: [Cl:1][C:2]1[CH:10]=[C:9]2[C:5]([C:6]([F:23])=[C:7]([CH2:11][C:12]3[CH:13]=[CH:14][C:15]([CH3:22])=[C:16]([CH:21]=3)[C:17]([O:19]C)=[O:18])[NH:8]2)=[CH:4][C:3]=1[C:24]1[CH:29]=[CH:28][C:27]([C:30]2[CH:35]=[CH:34][C:33]([S:36]([CH3:39])(=[O:38])=[O:37])=[CH:32][CH:31]=2)=[CH:26][CH:25]=1.CO.[OH-].[Na+].